Dataset: Peptide-MHC class I binding affinity with 185,985 pairs from IEDB/IMGT. Task: Regression. Given a peptide amino acid sequence and an MHC pseudo amino acid sequence, predict their binding affinity value. This is MHC class I binding data. (1) The peptide sequence is YINWNFIRI. The MHC is H-2-Db with pseudo-sequence H-2-Db. The binding affinity (normalized) is 0.487. (2) The peptide sequence is SLLNATDIAV. The MHC is HLA-A23:01 with pseudo-sequence HLA-A23:01. The binding affinity (normalized) is 0. (3) The peptide sequence is MHCDFAFWV. The MHC is HLA-A26:01 with pseudo-sequence HLA-A26:01. The binding affinity (normalized) is 0.0847. (4) The peptide sequence is RSCTLPPLR. The MHC is HLA-A31:01 with pseudo-sequence HLA-A31:01. The binding affinity (normalized) is 0.859. (5) The peptide sequence is MTPSPFYTV. The MHC is Mamu-A01 with pseudo-sequence Mamu-A01. The binding affinity (normalized) is 1.00. (6) The peptide sequence is AAVIIMAINV. The MHC is HLA-A02:03 with pseudo-sequence HLA-A02:03. The binding affinity (normalized) is 0.408. (7) The MHC is HLA-A68:01 with pseudo-sequence HLA-A68:01. The binding affinity (normalized) is 0.696. The peptide sequence is TMRIYCSLFK. (8) The peptide sequence is ISEDMHTDK. The MHC is HLA-B40:01 with pseudo-sequence HLA-B40:01. The binding affinity (normalized) is 0.0847.